From a dataset of Forward reaction prediction with 1.9M reactions from USPTO patents (1976-2016). Predict the product of the given reaction. (1) Given the reactants [Br:1][C:2]1[N:7]=[C:6]([NH:8]C(C)(C)C)[C:5]([CH3:13])=[CH:4][CH:3]=1, predict the reaction product. The product is: [Br:1][C:2]1[N:7]=[C:6]([NH2:8])[C:5]([CH3:13])=[CH:4][CH:3]=1. (2) Given the reactants [Cl:1][C:2]1[N:10]=[C:9]2[C:5]([N:6]=[CH:7][NH:8]2)=[C:4]([N:11]2[CH2:16][CH2:15][O:14][CH2:13][CH2:12]2)[N:3]=1.C(=O)([O-])[O-].[Cs+].[Cs+].Br[CH2:24][CH2:25][C:26]([O:28][CH2:29][CH3:30])=[O:27], predict the reaction product. The product is: [Cl:1][C:2]1[N:10]=[C:9]2[C:5]([N:6]=[CH:7][N:8]2[CH2:24][CH2:25][C:26]([O:28][CH2:29][CH3:30])=[O:27])=[C:4]([N:11]2[CH2:12][CH2:13][O:14][CH2:15][CH2:16]2)[N:3]=1. (3) Given the reactants [N:1]1([C:7]2[CH:12]=[CH:11][CH:10]=[CH:9][C:8]=2[NH:13][C:14]([C:16]2[O:17][C:18](Br)=[CH:19][CH:20]=2)=[O:15])[CH2:6][CH2:5][CH2:4][CH2:3][CH2:2]1.[C:22]1(B(O)O)[CH:27]=[CH:26][CH:25]=[CH:24][CH:23]=1.C([O-])([O-])=O.[Na+].[Na+], predict the reaction product. The product is: [N:1]1([C:7]2[CH:12]=[CH:11][CH:10]=[CH:9][C:8]=2[NH:13][C:14]([C:16]2[O:17][C:18]([C:22]3[CH:27]=[CH:26][CH:25]=[CH:24][CH:23]=3)=[CH:19][CH:20]=2)=[O:15])[CH2:6][CH2:5][CH2:4][CH2:3][CH2:2]1. (4) Given the reactants [NH2:1][C:2]1[CH:7]=[CH:6][C:5]([I:8])=[CH:4][N:3]=1.[Cl:9]N1C(=O)CCC1=O.O, predict the reaction product. The product is: [NH2:1][C:2]1[C:7]([Cl:9])=[CH:6][C:5]([I:8])=[CH:4][N:3]=1. (5) Given the reactants Br[C:2]1[N:6]2[N:7]=[CH:8][C:9]([C:11]([F:14])([F:13])[F:12])=[N:10][C:5]2=[N:4][CH:3]=1.[F:15][C:16]1[CH:21]=[CH:20][C:19](B(O)O)=[CH:18][C:17]=1[N:25]1[CH:29]=[N:28][CH:27]=[N:26]1, predict the reaction product. The product is: [F:15][C:16]1[CH:21]=[CH:20][C:19]([C:2]2[N:6]3[N:7]=[CH:8][C:9]([C:11]([F:14])([F:13])[F:12])=[N:10][C:5]3=[N:4][CH:3]=2)=[CH:18][C:17]=1[N:25]1[CH:29]=[N:28][CH:27]=[N:26]1. (6) Given the reactants [CH:1]1[C:13]2[CH:12]([CH2:14][O:15][C:16]([N:18]3[C:26]4[C:21](=[CH:22][C:23]([N+:27]([O-])=O)=[CH:24][CH:25]=4)[CH:20]=[CH:19]3)=[O:17])[C:11]3[C:6](=[CH:7][CH:8]=[CH:9][CH:10]=3)[C:5]=2[CH:4]=[CH:3][CH:2]=1, predict the reaction product. The product is: [CH:10]1[C:11]2[CH:12]([CH2:14][O:15][C:16]([N:18]3[C:26]4[C:21](=[CH:22][C:23]([NH2:27])=[CH:24][CH:25]=4)[CH:20]=[CH:19]3)=[O:17])[C:13]3[C:5](=[CH:4][CH:3]=[CH:2][CH:1]=3)[C:6]=2[CH:7]=[CH:8][CH:9]=1.